From a dataset of Full USPTO retrosynthesis dataset with 1.9M reactions from patents (1976-2016). Predict the reactants needed to synthesize the given product. (1) Given the product [ClH:2].[Cl:2][C:3]1[CH:4]=[CH:5][C:6]([CH2:9][C:10]2[N:12]=[C:16]([OH:15])[C:17]([NH:23][C:24](=[O:32])[C:25]3[CH:30]=[CH:29][CH:28]=[C:27]([F:31])[CH:26]=3)=[C:18]([OH:19])[N:11]=2)=[CH:7][CH:8]=1, predict the reactants needed to synthesize it. The reactants are: Cl.[Cl:2][C:3]1[CH:8]=[CH:7][C:6]([CH2:9][C:10]([NH2:12])=[NH:11])=[CH:5][CH:4]=1.C([O:15][C:16](=O)[CH:17]([NH:23][C:24](=[O:32])[C:25]1[CH:30]=[CH:29][CH:28]=[C:27]([F:31])[CH:26]=1)[C:18](OCC)=[O:19])C. (2) The reactants are: [N:1]1([CH2:6][C:7]2[CH:8]=[C:9]([NH:13][C:14]3[N:23]=[CH:22][C:21]4[C:16](=[CH:17][C:18]([O:25][C@H:26]5[CH2:30][CH2:29][N:28](C(OC(C)(C)C)=O)[CH2:27]5)=[C:19](Br)[CH:20]=4)[N:15]=3)[CH:10]=[CH:11][CH:12]=2)[CH:5]=[N:4][CH:3]=[N:2]1.[CH:38]([N:41](C(C)C)CC)(C)C. Given the product [N:1]1([CH2:6][C:7]2[CH:8]=[C:9]([NH:13][C:14]3[N:23]=[CH:22][C:21]4[C:16](=[CH:17][C:18]([O:25][C@H:26]5[CH2:30][CH2:29][NH:28][CH2:27]5)=[C:19]([C:38]#[N:41])[CH:20]=4)[N:15]=3)[CH:10]=[CH:11][CH:12]=2)[CH:5]=[N:4][CH:3]=[N:2]1.[NH:28]1[CH2:29][CH2:30][CH:26]([O:25][C:18]2[CH:17]=[C:16]3[C:21]([CH:22]=[N:23][CH:14]=[N:15]3)=[CH:20][C:19]=2[C:38]#[N:41])[CH2:27]1, predict the reactants needed to synthesize it. (3) Given the product [Cl:1][C:2]1[CH:7]=[CH:6][CH:5]=[CH:4][C:3]=1[N:8]1[C:16](=[O:17])[C:15]2[C@@H:14]3[C:18]([CH3:20])([CH3:19])[C@@:11]([CH3:21])([CH2:12][CH2:13]3)[C:10]=2[N:9]1[CH3:22], predict the reactants needed to synthesize it. The reactants are: [Cl:1][C:2]1[CH:7]=[CH:6][CH:5]=[CH:4][C:3]=1[N:8]1[C:16](=[O:17])[C:15]2[C@@H:14]3[C:18]([CH3:20])([CH3:19])[C@@:11]([CH3:21])([CH2:12][CH2:13]3)[C:10]=2[NH:9]1.[CH3:22]I. (4) Given the product [CH2:13]([O:15][C:16]([C:17]1[C:21]([C:22]([F:23])([F:24])[F:25])=[N:8][C:7]([NH2:9])=[N:6][CH:18]=1)=[O:27])[CH3:14], predict the reactants needed to synthesize it. The reactants are: [O-]CC.[Na+].Cl.[NH2:6][C:7]([NH2:9])=[NH:8].ClCCl.[CH2:13]([O:15][C:16](=[O:27])[C:17]([C:21](=O)[C:22]([F:25])([F:24])[F:23])=[CH:18]OC)[CH3:14]. (5) Given the product [Cl:31][C:25]1[CH:26]=[C:27]([Cl:30])[CH:28]=[CH:29][C:24]=1[C:21]1[CH:20]=[C:19]([C:17]2[N:14]=[C:12]3[N:11]([CH:16]=2)[NH:10][CH:9]([C:5]2[CH:6]=[CH:7][CH:8]=[C:3]([O:2][CH3:1])[CH:4]=2)[S:13]3)[O:23][N:22]=1, predict the reactants needed to synthesize it. The reactants are: [CH3:1][O:2][C:3]1[CH:4]=[C:5]([C:9]2[S:13][C:12]([NH2:14])=[N:11][N:10]=2)[CH:6]=[CH:7][CH:8]=1.Br[CH2:16][C:17]([C:19]1[O:23][N:22]=[C:21]([C:24]2[CH:29]=[CH:28][C:27]([Cl:30])=[CH:26][C:25]=2[Cl:31])[CH:20]=1)=O. (6) Given the product [NH2:35][CH2:34][CH2:33][C:28]1[C:27]2[C:31](=[CH:32][C:24]([CH2:22][CH3:23])=[CH:25][CH:26]=2)[NH:30][C:29]=1[CH:14]([C:15]1[CH:20]=[CH:19][CH:18]=[CH:17][CH:16]=1)[C:3]1[C:4](=[O:13])[O:5][CH:6]([C:7]2[CH:12]=[CH:11][CH:10]=[CH:9][CH:8]=2)[C:2]=1[OH:1], predict the reactants needed to synthesize it. The reactants are: [OH:1][C:2]1[CH:6]([C:7]2[CH:12]=[CH:11][CH:10]=[CH:9][CH:8]=2)[O:5][C:4](=[O:13])[CH:3]=1.[CH:14](=O)[C:15]1[CH:20]=[CH:19][CH:18]=[CH:17][CH:16]=1.[CH2:22]([C:24]1[CH:32]=[C:31]2[C:27]([C:28]([CH2:33][CH2:34][NH2:35])=[CH:29][NH:30]2)=[CH:26][CH:25]=1)[CH3:23].